Dataset: Peptide-MHC class II binding affinity with 134,281 pairs from IEDB. Task: Regression. Given a peptide amino acid sequence and an MHC pseudo amino acid sequence, predict their binding affinity value. This is MHC class II binding data. The peptide sequence is KAAMGLRISSSFSFG. The MHC is DRB1_0405 with pseudo-sequence DRB1_0405. The binding affinity (normalized) is 0.435.